This data is from Full USPTO retrosynthesis dataset with 1.9M reactions from patents (1976-2016). The task is: Predict the reactants needed to synthesize the given product. (1) The reactants are: [NH2:1][C:2]1[N:7]=[C:6]([Cl:8])[CH:5]=[C:4](Cl)[N:3]=1.C1(P(C2C=CC=CC=2)C2C=CC=CC=2)C=CC=CC=1.C(=O)(O)[O-].[Na+].[CH3:34][O:35][C:36](=[O:55])[C:37]1[CH:42]=[C:41](B2OC(C)(C)C(C)(C)O2)[C:40]([CH3:52])=[CH:39][C:38]=1[O:53][CH3:54]. Given the product [CH3:34][O:35][C:36](=[O:55])[C:37]1[CH:42]=[C:41]([C:4]2[CH:5]=[C:6]([Cl:8])[N:7]=[C:2]([NH2:1])[N:3]=2)[C:40]([CH3:52])=[CH:39][C:38]=1[O:53][CH3:54], predict the reactants needed to synthesize it. (2) Given the product [C:1]([O:5][C:6](=[O:21])[NH:7][CH2:8][CH2:9][CH2:10][O:11][C:12]1[CH:13]=[CH:14][C:15]([NH2:18])=[CH:16][CH:17]=1)([CH3:4])([CH3:2])[CH3:3], predict the reactants needed to synthesize it. The reactants are: [C:1]([O:5][C:6](=[O:21])[NH:7][CH2:8][CH2:9][CH2:10][O:11][C:12]1[CH:17]=[CH:16][C:15]([N+:18]([O-])=O)=[CH:14][CH:13]=1)([CH3:4])([CH3:3])[CH3:2].O.[Cl-].[NH4+]. (3) Given the product [CH2:40]([O:39][C:37](=[O:38])[CH2:36][N:18]1[C:19]2[C:28](=[C:27]3[C:22](=[CH:21][C:20]=2[O:31][CH2:32][CH2:33][CH3:34])[CH2:23][CH2:24][CH2:25][O:26]3)[C:29](=[O:30])[C:16]([C:13]2[CH:12]=[CH:11][C:10]([O:9][CH3:8])=[CH:15][CH:14]=2)=[CH:17]1)[CH3:41], predict the reactants needed to synthesize it. The reactants are: [H-].[Na+].CN(C=O)C.[CH3:8][O:9][C:10]1[CH:15]=[CH:14][C:13]([C:16]2[C:29](=[O:30])[C:28]3[C:19](=[C:20]([O:31][CH2:32][CH2:33][CH3:34])[CH:21]=[C:22]4[C:27]=3[O:26][CH2:25][CH2:24][CH2:23]4)[NH:18][CH:17]=2)=[CH:12][CH:11]=1.Br[CH2:36][C:37]([O:39][CH2:40][CH3:41])=[O:38]. (4) Given the product [S:6]([O-:10])([O-:9])(=[O:8])=[O:7].[Mg+2:2].[S:6](=[O:8])(=[O:7])([OH:10])[OH:9], predict the reactants needed to synthesize it. The reactants are: [Ca].[Mg:2].[Cl-].[Mg+2].[Cl-].[S:6]([O-:10])([O-:9])(=[O:8])=[O:7].